From a dataset of Catalyst prediction with 721,799 reactions and 888 catalyst types from USPTO. Predict which catalyst facilitates the given reaction. (1) Reactant: [CH2:1]([O:4][C:5]1[N:10]=[C:9]([C:11]([OH:13])=[O:12])[CH:8]=[N:7][C:6]=1[N:14]1[CH2:18][CH2:17][CH2:16][CH2:15]1)[CH2:2]C.[CH3:19][O:20]C(C1C=NC(Cl)=C(Br)N=1)=O.N1CCCC1.[OH-].[K+]. Product: [CH3:19][O:20][CH2:2][CH2:1][O:4][C:5]1[N:10]=[C:9]([C:11]([OH:13])=[O:12])[CH:8]=[N:7][C:6]=1[N:14]1[CH2:18][CH2:17][CH2:16][CH2:15]1. The catalyst class is: 141. (2) Reactant: Br[C:2]1[C:7]([Br:8])=[CH:6][C:5]([Br:9])=[CH:4][N:3]=1.[C:10]([N:17]1[CH2:22][CH2:21][NH:20][CH2:19][CH2:18]1)([O:12][C:13]([CH3:16])([CH3:15])[CH3:14])=[O:11].C(=O)([O-])[O-].[K+].[K+].CC(=O)CC. Product: [C:13]([O:12][C:10]([N:17]1[CH2:22][CH2:21][N:20]([C:2]2[C:7]([Br:8])=[CH:6][C:5]([Br:9])=[CH:4][N:3]=2)[CH2:19][CH2:18]1)=[O:11])([CH3:16])([CH3:14])[CH3:15]. The catalyst class is: 6. (3) The catalyst class is: 6. Reactant: [Cl:1][C:2]1[CH:7]=[CH:6][CH:5]=[CH:4][C:3]=1[C:8](=[O:14])[CH2:9][C:10]([O:12][CH3:13])=[O:11].[CH3:15][N:16]([CH:18](OC)OC)[CH3:17]. Product: [Cl:1][C:2]1[CH:7]=[CH:6][CH:5]=[CH:4][C:3]=1[C:8]([C:9](=[CH:15][N:16]([CH3:18])[CH3:17])[C:10]([O:12][CH3:13])=[O:11])=[O:14]. (4) Reactant: [NH2:1][C:2]1[N:11]=[CH:10][C:9]2[C:4](=[CH:5][C:6]([O:19][CH3:20])=[C:7]([C:12]3[CH:17]=[CH:16][CH:15]=[CH:14][C:13]=3[CH3:18])[CH:8]=2)[N:3]=1.I[C:22]1[CH:27]=[CH:26][CH:25]=[CH:24][CH:23]=1.CC1(C)C2C=CC=C(P(C3C=CC=CC=3)C3C=CC=CC=3)C=2OC2C1=CC=CC=2P(C1C=CC=CC=1)C1C=CC=CC=1.C(=O)([O-])[O-].[Cs+].[Cs+]. Product: [NH:1]([C:2]1[N:11]=[CH:10][C:9]2[C:4](=[CH:5][C:6]([O:19][CH3:20])=[C:7]([C:12]3[CH:17]=[CH:16][CH:15]=[CH:14][C:13]=3[CH3:18])[CH:8]=2)[N:3]=1)[C:22]1[CH:27]=[CH:26][CH:25]=[CH:24][CH:23]=1. The catalyst class is: 488. (5) The catalyst class is: 90. Product: [ClH:33].[Br:3][C:4]1[CH:5]=[C:6]([O:17][CH:18]2[CH2:22][CH2:21][N:20]([C:30](=[O:32])[CH3:31])[CH2:19]2)[C:7]([NH:10][C:11]2[S:12][CH:13]=[C:14]([CH3:16])[N:15]=2)=[N:8][CH:9]=1. Reactant: Cl.Cl.[Br:3][C:4]1[CH:5]=[C:6]([O:17][CH:18]2[CH2:22][CH2:21][NH:20][CH2:19]2)[C:7]([NH:10][C:11]2[S:12][CH:13]=[C:14]([CH3:16])[N:15]=2)=[N:8][CH:9]=1.C(N(CC)CC)C.[C:30]([Cl:33])(=[O:32])[CH3:31].Cl. (6) Reactant: C(NC(C)C)(C)C.C([Li])CCC.[CH3:13][CH2:14][CH2:15][CH2:16][CH2:17][CH3:18].C(C1OC(=O)CCC1)CCC.[C:30]1([Se:36]Cl)[CH:35]=[CH:34][CH:33]=[CH:32][CH:31]=1.[Cl-].[NH4+]. Product: [C:15]1([Se:36][C:30]2[CH:35]=[CH:34][CH:33]=[CH:32][CH:31]=2)[CH:14]=[CH:13][CH:18]=[CH:17][CH:16]=1. The catalyst class is: 7.